From a dataset of Peptide-MHC class II binding affinity with 134,281 pairs from IEDB. Regression. Given a peptide amino acid sequence and an MHC pseudo amino acid sequence, predict their binding affinity value. This is MHC class II binding data. (1) The peptide sequence is YGLITEQFLCYALDL. The MHC is DRB1_0101 with pseudo-sequence DRB1_0101. The binding affinity (normalized) is 0.664. (2) The peptide sequence is RVDGLELKKLGEVSW. The MHC is DRB1_0701 with pseudo-sequence DRB1_0701. The binding affinity (normalized) is 0.255.